From a dataset of Forward reaction prediction with 1.9M reactions from USPTO patents (1976-2016). Predict the product of the given reaction. Given the reactants Br[C:2]1[C:7]([N:8]2[N:12]=[CH:11][CH:10]=[N:9]2)=[CH:6][C:5]([CH3:13])=[CH:4][N:3]=1.C([O-])([O-])=O.[K+].[K+].[N:20]1[NH:21][N:22]=[CH:23][CH:24]=1.[CH3:25][N:26](C=O)C, predict the reaction product. The product is: [CH3:13][C:5]1[CH:6]=[C:7]([N:8]2[N:12]=[CH:11][CH:10]=[N:9]2)[C:2]([C:24]#[N:20])=[N:3][CH:4]=1.[CH3:13][C:5]1[CH:6]=[C:7]([N:20]2[CH:24]=[CH:23][N:22]=[N:21]2)[C:2]([C:25]#[N:26])=[N:3][CH:4]=1.